Dataset: Full USPTO retrosynthesis dataset with 1.9M reactions from patents (1976-2016). Task: Predict the reactants needed to synthesize the given product. (1) Given the product [F:16][C:13]1[CH:14]=[CH:15][C:10]([CH2:9][N:6]2[CH2:7][CH2:8][C:3]([C:18]3[CH:23]=[CH:22][CH:21]=[CH:20][CH:19]=3)([C:1](=[S:31])[NH2:2])[CH2:4][C:5]2=[O:17])=[CH:11][CH:12]=1, predict the reactants needed to synthesize it. The reactants are: [C:1]([C:3]1([C:18]2[CH:23]=[CH:22][CH:21]=[CH:20][CH:19]=2)[CH2:8][CH2:7][N:6]([CH2:9][C:10]2[CH:15]=[CH:14][C:13]([F:16])=[CH:12][CH:11]=2)[C:5](=[O:17])[CH2:4]1)#[N:2].C(N(CC)CC)C.[SH2:31]. (2) Given the product [Cl:26][C:27]1[S:31][C:30]([C:32]([NH:34][C:35]2[CH:40]=[CH:39][N:38]=[C:37]3[C:41](=[O:53])[N:42]([CH2:45][C:46]4[CH:51]=[CH:50][CH:49]=[C:48]([I:52])[CH:47]=4)[CH2:43][C:36]=23)=[O:33])=[CH:29][CH:28]=1, predict the reactants needed to synthesize it. The reactants are: IC1C=C(CN)C=CC=1.BrCC1C(C(OCC)=O)=NC=CC=1[N+]([O-])=O.[Cl:26][C:27]1[S:31][C:30]([C:32]([NH:34][C:35]2[CH:40]=[CH:39][N:38]=[C:37]3[C:41](=[O:53])[N:42]([CH2:45][C:46]4[CH:51]=[CH:50][CH:49]=[C:48]([I:52])[CH:47]=4)[C:43](=O)[C:36]=23)=[O:33])=[CH:29][CH:28]=1. (3) The reactants are: [OH:1][CH2:2][CH2:3][CH2:4][C:5]1[CH:10]=[CH:9][C:8]([CH2:11][C:12]2[C:13]([O:21][C@@H:22]3[O:39][C@H:38]([CH2:40][O:41]C(=O)C)[C@@H:33]([O:34]C(=O)C)[C@H:28]([O:29]C(=O)C)[C@H:23]3[O:24]C(=O)C)=[N:14][NH:15][C:16]=2[C:17]([F:20])([F:19])[F:18])=[CH:7][CH:6]=1.C[O-].[Na+]. Given the product [C@@H:22]1([O:21][C:13]2[C:12]([CH2:11][C:8]3[CH:7]=[CH:6][C:5]([CH2:4][CH2:3][CH2:2][OH:1])=[CH:10][CH:9]=3)=[C:16]([C:17]([F:20])([F:19])[F:18])[NH:15][N:14]=2)[O:39][C@H:38]([CH2:40][OH:41])[C@@H:33]([OH:34])[C@H:28]([OH:29])[C@H:23]1[OH:24], predict the reactants needed to synthesize it. (4) Given the product [Cl:1][C:2]1[N:7]=[CH:6][N:5]=[C:4]2[C:3]=1[N:9]=[C:20]([C:10]1[C:19]3[C:14](=[CH:15][CH:16]=[CH:17][CH:18]=3)[CH:13]=[CH:12][CH:11]=1)[NH:8]2, predict the reactants needed to synthesize it. The reactants are: [Cl:1][C:2]1[N:7]=[CH:6][N:5]=[C:4]([NH2:8])[C:3]=1[NH2:9].[C:10]1([C:20](O)=O)[C:19]2[C:14](=[CH:15][CH:16]=[CH:17][CH:18]=2)[CH:13]=[CH:12][CH:11]=1.P(Cl)(Cl)(Cl)=O.